This data is from Reaction yield outcomes from USPTO patents with 853,638 reactions. The task is: Predict the reaction yield, written as a fraction of the theoretical maximum amount of product (1.0 means a 100% yield; for example, 0.34 means a 34% yield). (1) The reactants are C(O/[N:5]=[C:6](/[C:8]1[CH:13]=[CH:12][CH:11]=[C:10]([CH3:14])[C:9]=1[OH:15])\[CH3:7])(=O)C. The catalyst is N1C=CC=CC=1. The product is [CH3:7][C:6]1[C:8]2[CH:13]=[CH:12][CH:11]=[C:10]([CH3:14])[C:9]=2[O:15][N:5]=1. The yield is 0.800. (2) The reactants are [CH2:1]([O:3][C:4]([C:6]1[CH:7]=[N:8][C:9]2[C:14]([C:15]=1Cl)=[C:13]([Cl:17])[CH:12]=[C:11]([Cl:18])[C:10]=2[O:19][CH3:20])=[O:5])[CH3:2].C(O)(=O)C.C(OCC)(=O)C. The yield is 0.390. The catalyst is O1CCOCC1.[Zn]. The product is [CH2:1]([O:3][C:4]([C:6]1[CH:7]=[N:8][C:9]2[C:14]([CH:15]=1)=[C:13]([Cl:17])[CH:12]=[C:11]([Cl:18])[C:10]=2[O:19][CH3:20])=[O:5])[CH3:2]. (3) The reactants are [Br:1][C:2]1[CH:3]=[C:4]2[C:8](=[CH:9][CH:10]=1)[C:7](=[O:11])[O:6][CH2:5]2.[NH4+:12].[OH-]. The catalyst is CO. The product is [Br:1][C:2]1[CH:10]=[CH:9][C:8]([C:7]([NH2:12])=[O:11])=[C:4]([CH2:5][OH:6])[CH:3]=1. The yield is 0.990. (4) The reactants are [CH3:1][C:2]1([CH3:9])[CH2:7][CH2:6][C:5](=[O:8])[CH:4]=[CH:3]1.[Li+].[CH3:11][Si]([N-][Si](C)(C)C)(C)C.IC. The catalyst is O1CCCC1. The product is [CH3:1][C:2]1([CH3:9])[CH2:7][CH:6]([CH3:11])[C:5](=[O:8])[CH:4]=[CH:3]1. The yield is 0.720. (5) The reactants are [NH2:1][CH:2]([C:6]1[CH:11]=[CH:10][C:9]([O:12][CH3:13])=[C:8]([O:14][CH2:15][CH3:16])[CH:7]=1)[CH2:3][C:4]#[N:5].CCN(CC)CC.C[O:25][C:26](=O)[C:27]1[C:32]([NH:33][C:34]([CH:36]2[CH2:38][CH2:37]2)=[O:35])=[CH:31][CH:30]=[C:29]([Cl:39])[C:28]=1[CH2:40]Br. The catalyst is CN(C=O)C. The product is [Cl:39][C:29]1[CH:30]=[CH:31][C:32]([NH:33][C:34]([CH:36]2[CH2:37][CH2:38]2)=[O:35])=[C:27]2[C:28]=1[CH2:40][N:1]([CH:2]([C:6]1[CH:11]=[CH:10][C:9]([O:12][CH3:13])=[C:8]([O:14][CH2:15][CH3:16])[CH:7]=1)[CH2:3][C:4]#[N:5])[C:26]2=[O:25]. The yield is 0.800. (6) The reactants are [CH2:1](Br)[CH:2]=[CH2:3].[F:5][C:6]1[CH:7]=[CH:8][C:9]([N+:13]([O-:15])=[O:14])=[C:10]([OH:12])[CH:11]=1.C(=O)([O-])[O-].[K+].[K+]. The catalyst is C(#N)C. The product is [CH2:1]([O:12][C:10]1[CH:11]=[C:6]([F:5])[CH:7]=[CH:8][C:9]=1[N+:13]([O-:15])=[O:14])[CH:2]=[CH2:3]. The yield is 0.750.